Dataset: Full USPTO retrosynthesis dataset with 1.9M reactions from patents (1976-2016). Task: Predict the reactants needed to synthesize the given product. (1) Given the product [CH3:17][O:18][C:19](=[O:45])/[CH:20]=[CH:21]/[C:22]1[CH:23]=[C:24]2[C:41](=[CH:42][CH:43]=1)[O:40][C:27]1([CH2:28][CH2:29][N:30]([CH2:8][CH2:9][C:10]3[CH:15]=[CH:14][C:13]([F:16])=[CH:12][CH:11]=3)[CH2:31][CH2:32]1)[CH2:26][C:25]2=[O:44], predict the reactants needed to synthesize it. The reactants are: C([O-])([O-])=O.[K+].[K+].Br[CH2:8][CH2:9][C:10]1[CH:15]=[CH:14][C:13]([F:16])=[CH:12][CH:11]=1.[CH3:17][O:18][C:19](=[O:45])/[CH:20]=[CH:21]/[C:22]1[CH:23]=[C:24]2[C:41](=[CH:42][CH:43]=1)[O:40][C:27]1([CH2:32][CH2:31][N:30](C(OC(C)(C)C)=O)[CH2:29][CH2:28]1)[CH2:26][C:25]2=[O:44]. (2) The reactants are: CS(O[CH2:6][C@H:7]1[CH2:11][O:10][C:9]([CH3:13])([CH3:12])[O:8]1)(=O)=O.[CH3:14][C:15]1([CH3:27])[C:19]([CH3:21])([CH3:20])[O:18][B:17]([C:22]2[CH:23]=[N:24][NH:25][CH:26]=2)[O:16]1.[H-].[Na+]. Given the product [CH3:13][C:9]1([CH3:12])[O:8][C@@H:7]([CH2:6][N:25]2[CH:26]=[C:22]([B:17]3[O:16][C:15]([CH3:27])([CH3:14])[C:19]([CH3:21])([CH3:20])[O:18]3)[CH:23]=[N:24]2)[CH2:11][O:10]1, predict the reactants needed to synthesize it. (3) The reactants are: Br[C:2]1[CH:14]=[CH:13][C:12]2[C:11]3[C:6](=[CH:7][C:8]([Br:15])=[CH:9][CH:10]=3)[C:5]([CH3:17])([CH3:16])[C:4]=2[CH:3]=1.[CH:18]1[C:26]2[C:25]3[CH:27]=[CH:28][CH:29]=[CH:30][C:24]=3[S:23][C:22]=2[CH:21]=[CH:20][C:19]=1B(O)O.C([O-])([O-])=O.[K+].[K+]. Given the product [Br:15][C:8]1[CH:7]=[C:6]2[C:11]([C:12]3[CH:13]=[CH:14][C:2]([C:28]4[CH:29]=[CH:30][C:24]5[S:23][C:22]6[CH:21]=[CH:20][CH:19]=[CH:18][C:26]=6[C:25]=5[CH:27]=4)=[CH:3][C:4]=3[C:5]2([CH3:16])[CH3:17])=[CH:10][CH:9]=1, predict the reactants needed to synthesize it. (4) Given the product [CH3:1][O:2][C:3](=[O:16])[C:4]1[CH:9]=[C:8]([C:10]([F:13])([F:12])[F:11])[CH:7]=[C:6]([N:23]2[CH2:27][CH2:26][CH2:25][C:24]2=[O:28])[C:5]=1[F:15], predict the reactants needed to synthesize it. The reactants are: [CH3:1][O:2][C:3](=[O:16])[C:4]1[CH:9]=[C:8]([C:10]([F:13])([F:12])[F:11])[CH:7]=[C:6](Br)[C:5]=1[F:15].C(=O)([O-])[O-].[Cs+].[Cs+].[NH:23]1[CH2:27][CH2:26][CH2:25][C:24]1=[O:28].CC1(C)C2C=CC=C(P(C3C=CC=CC=3)C3C=CC=CC=3)C=2OC2C1=CC=CC=2P(C1C=CC=CC=1)C1C=CC=CC=1.COC(=O)C1C=C(C(F)(F)F)C=C(Cl)C=1N1CCCC1=O. (5) The reactants are: [CH2:1]([O:3][C:4](=[O:26])[CH2:5][C:6]([NH:8][C:9]1[C:14]([F:15])=[CH:13][C:12]([Cl:16])=[CH:11][C:10]=1[C:17]#[C:18][C:19]1[CH:24]=[CH:23][CH:22]=[CH:21][C:20]=1[Cl:25])=[O:7])[CH3:2].[H-].[Na+]. Given the product [CH2:1]([O:3][C:4]([C:5]1[C:6](=[O:7])[NH:8][C:9]2[C:10]([C:17]=1[CH2:18][C:19]1[CH:24]=[CH:23][CH:22]=[CH:21][C:20]=1[Cl:25])=[CH:11][C:12]([Cl:16])=[CH:13][C:14]=2[F:15])=[O:26])[CH3:2], predict the reactants needed to synthesize it. (6) Given the product [CH3:11][N:8]1[C:9]2[C:5](=[CH:4][CH:3]=[C:2]([C:18]([OH:20])=[O:19])[CH:10]=2)[C:6]([CH3:12])=[N:7]1, predict the reactants needed to synthesize it. The reactants are: Br[C:2]1[CH:10]=[C:9]2[C:5]([C:6]([CH3:12])=[N:7][N:8]2[CH3:11])=[CH:4][CH:3]=1.[Li]CCCC.[C:18](=[O:20])=[O:19]. (7) Given the product [CH3:17][NH:18][C:14]([C:4]1[C:5]2[C:10](=[CH:9][C:8]([N+:11]([O-:13])=[O:12])=[CH:7][CH:6]=2)[N:2]([CH3:1])[N:3]=1)=[O:16], predict the reactants needed to synthesize it. The reactants are: [CH3:1][N:2]1[C:10]2[C:5](=[CH:6][CH:7]=[C:8]([N+:11]([O-:13])=[O:12])[CH:9]=2)[C:4]([C:14]([OH:16])=O)=[N:3]1.[CH3:17][N:18]1C(C(O)=O)=C2C(C=C([N+]([O-])=O)C=C2)=N1.